This data is from Full USPTO retrosynthesis dataset with 1.9M reactions from patents (1976-2016). The task is: Predict the reactants needed to synthesize the given product. (1) Given the product [NH2:14][C:4]1[CH:5]=[CH:6][C:7]([N:8]2[CH:12]=[C:11]([CH3:13])[N:10]=[CH:9]2)=[C:2]([F:1])[CH:3]=1, predict the reactants needed to synthesize it. The reactants are: [F:1][C:2]1[CH:3]=[C:4]([N+:14]([O-])=O)[CH:5]=[CH:6][C:7]=1[N:8]1[CH:12]=[C:11]([CH3:13])[N:10]=[CH:9]1.C([O-])=O.[NH4+]. (2) Given the product [NH2:42][C:5]1[C:4](=[O:27])[C:3]([O:2][CH3:1])=[CH:8][N:7]([C:9]2[C:22]([F:23])=[CH:21][C:12]3[O:13][C:14]([F:20])([F:19])[C:15]([F:18])([F:17])[O:16][C:11]=3[CH:10]=2)[N:6]=1, predict the reactants needed to synthesize it. The reactants are: [CH3:1][O:2][C:3]1[C:4](=[O:27])[C:5](C(O)=O)=[N:6][N:7]([C:9]2[C:22]([F:23])=[CH:21][C:12]3[O:13][C:14]([F:20])([F:19])[C:15]([F:18])([F:17])[O:16][C:11]=3[CH:10]=2)[CH:8]=1.C1C=CC(P([N:42]=[N+]=[N-])(C2C=CC=CC=2)=O)=CC=1.CCN(CC)CC.[OH-].[Na+]. (3) Given the product [ClH:51].[OH:44][C@@H:34]1[C@H:35]([OH:43])[C@@H:36]([NH:38][C:39](=[O:42])[CH2:91][CH3:92])[CH2:37][C@H:33]1[N:14]1[CH:13]=[N:12][C:11]2[C:15]1=[N:16][C:17]([N:19]1[CH2:23][CH2:22][C@@H:21]([NH:24][C:25]([C:64]3[CH:63]=[C:62]([CH3:61])[O:72][N:66]=3)=[O:26])[CH2:20]1)=[N:18][C:10]=2[NH:9][CH:8]([CH2:116][CH3:117])[CH2:7][CH3:45], predict the reactants needed to synthesize it. The reactants are: C1([CH:7]([C:45]2C=CC=CC=2)[CH2:8][NH:9][C:10]2[N:18]=[C:17]([N:19]3[CH2:23][CH2:22][C@@H:21]([NH:24][C:25](N[C@@H]4CCNC4)=[O:26])[CH2:20]3)[N:16]=[C:15]3[C:11]=2[N:12]=[CH:13][N:14]3[C@@H:33]2[CH2:37][C@H:36]([NH:38][C:39](=[O:42])CO)[C@@H:35]([OH:43])[C@H:34]2[OH:44])C=CC=CC=1.[Cl:51]C1N=C2C(N=CN2[C@@H:61]2C[C@H:64]([NH:66]C(=O)CO)[C@@H:63](O)[C@H:62]2[OH:72])=C(NCC(C2C=CC=CC=2)C2C=CC=CC=2)N=1.ClC1N=C2[C:92](N=CN2[C@@H]2C[C@H](NC(=O)CC)[C@@H](O)[C@H]2O)=[C:91](NC(CC)CC)N=1.[C:116](OC(=O)N([C@H]1C[C@@H](N2C=NC3C2=NC(Cl)=NC=3Cl)[C@H](O)[C@@H]1O)C(=O)CC)(C)(C)[CH3:117].C(N)(=O)CC.N1CC[C@@H](NC(C2C=C(C)ON=2)=O)C1. (4) Given the product [CH2:31]([N:5]([CH2:1][CH:2]([CH3:3])[CH3:4])[C:6]1[CH:11]=[CH:10][C:9]([C:36]2[C:37]([C:38]([OH:40])=[O:39])=[C:41]([CH3:45])[CH:42]=[CH:43][CH:44]=2)=[CH:8][C:7]=1[NH:20][C:21]([NH:23][C:24]1[CH:25]=[CH:26][C:27]([CH3:30])=[CH:28][CH:29]=1)=[O:22])[CH:32]([CH3:34])[CH3:33], predict the reactants needed to synthesize it. The reactants are: [CH2:1]([N:5]([CH2:31][CH:32]([CH3:34])[CH3:33])[C:6]1[CH:11]=[CH:10][C:9](B2OCC(C)(C)CO2)=[CH:8][C:7]=1[NH:20][C:21]([NH:23][C:24]1[CH:29]=[CH:28][C:27]([CH3:30])=[CH:26][CH:25]=1)=[O:22])[CH:2]([CH3:4])[CH3:3].Br[C:36]1[CH:44]=[CH:43][CH:42]=[C:41]([CH3:45])[C:37]=1[C:38]([OH:40])=[O:39].C(=O)([O-])[O-].[K+].[K+]. (5) Given the product [C:1]([C:5]1[C:6]([NH:14][C:23](=[O:24])[CH2:22][CH2:21][C:15]2[CH:20]=[CH:19][CH:18]=[CH:17][CH:16]=2)=[N:7][N:8]2[CH:13]=[CH:12][CH:11]=[N:10][C:9]=12)([CH3:4])([CH3:2])[CH3:3], predict the reactants needed to synthesize it. The reactants are: [C:1]([C:5]1[C:6]([NH2:14])=[N:7][N:8]2[CH:13]=[CH:12][CH:11]=[N:10][C:9]=12)([CH3:4])([CH3:3])[CH3:2].[C:15]1([CH2:21][CH2:22][C:23](Cl)=[O:24])[CH:20]=[CH:19][CH:18]=[CH:17][CH:16]=1. (6) Given the product [NH2:29][C:30]1[N:35]=[CH:34][C:33]([C:2]2[N:3]=[C:4]([N:23]3[CH2:28][CH2:27][O:26][CH2:25][CH2:24]3)[C:5]3[N:10]=[C:9]([CH2:11][N:12]4[CH2:17][CH2:16][N:15]([C:18](=[O:22])[C@@H:19]([OH:21])[CH3:20])[CH2:14][CH2:13]4)[S:8][C:6]=3[N:7]=2)=[CH:32][N:31]=1, predict the reactants needed to synthesize it. The reactants are: Cl[C:2]1[N:3]=[C:4]([N:23]2[CH2:28][CH2:27][O:26][CH2:25][CH2:24]2)[C:5]2[N:10]=[C:9]([CH2:11][N:12]3[CH2:17][CH2:16][N:15]([C:18](=[O:22])[CH:19]([OH:21])[CH3:20])[CH2:14][CH2:13]3)[S:8][C:6]=2[N:7]=1.[NH2:29][C:30]1[N:35]=[CH:34][C:33](B(O)O)=[CH:32][N:31]=1. (7) Given the product [Cl:1][C:2]1[CH:3]=[C:4]([NH:10][C:11]2[N:12]=[CH:13][C:14]([CH:17]3[CH2:22][CH2:21][N:20]([CH3:25])[CH2:19][CH2:18]3)=[CH:15][CH:16]=2)[C:5](=[O:9])[N:6]([CH3:8])[N:7]=1, predict the reactants needed to synthesize it. The reactants are: [Cl:1][C:2]1[CH:3]=[C:4]([NH:10][C:11]2[CH:16]=[CH:15][C:14]([CH:17]3[CH2:22][CH2:21][NH:20][CH2:19][CH2:18]3)=[CH:13][N:12]=2)[C:5](=[O:9])[N:6]([CH3:8])[N:7]=1.C=O.[C:25](O)(=O)C.C(O[BH-](OC(=O)C)OC(=O)C)(=O)C.[Na+].C([O-])(O)=O.[Na+].